This data is from Full USPTO retrosynthesis dataset with 1.9M reactions from patents (1976-2016). The task is: Predict the reactants needed to synthesize the given product. Given the product [I:19][CH:13]=[CH:12][C:11]1[CH:17]=[CH:18][C:8]([O:7][CH3:6])=[CH:9][CH:10]=1, predict the reactants needed to synthesize it. The reactants are: C([O-])(=O)C.[Li+].[CH3:6][O:7][C:8]1[CH:18]=[CH:17][C:11]([CH:12]=[CH:13]C(O)=O)=[CH:10][CH:9]=1.[I:19]N1C(=O)CCC1=O.C(=O)(O)[O-].[Na+].